Dataset: Reaction yield outcomes from USPTO patents with 853,638 reactions. Task: Predict the reaction yield, written as a fraction of the theoretical maximum amount of product (1.0 means a 100% yield; for example, 0.34 means a 34% yield). (1) The catalyst is ClCCl. The product is [Cl:8][C:9]1[CH:14]=[C:13]([Cl:15])[CH:12]=[CH:11][C:10]=1[C@H:16]([NH:18][C:19]1[CH:20]=[C:21]([N:26]2[CH2:27][CH2:28][N:29]([C:32]([C@H:34]3[CH2:39][CH2:38][CH2:37][CH2:36][NH:35]3)=[O:33])[CH2:30][CH2:31]2)[CH:22]=[CH:23][C:24]=1[F:25])[CH3:17]. The yield is 0.640. The reactants are FC(F)(F)C(O)=O.[Cl:8][C:9]1[CH:14]=[C:13]([Cl:15])[CH:12]=[CH:11][C:10]=1[C@H:16]([NH:18][C:19]1[CH:20]=[C:21]([N:26]2[CH2:31][CH2:30][N:29]([C:32]([C@H:34]3[CH2:39][CH2:38][CH2:37][CH2:36][N:35]3C(OC(C)(C)C)=O)=[O:33])[CH2:28][CH2:27]2)[CH:22]=[CH:23][C:24]=1[F:25])[CH3:17]. (2) The reactants are [F:1][C:2]([F:18])([F:17])[C:3]1[CH:11]=[CH:10][CH:9]=[C:8]2[C:4]=1[C:5](=[O:16])[N:6]1[CH2:15][CH2:14][NH:13][CH2:12][CH:7]12.[CH:19](O)=O.C=O. The catalyst is O.C(=O)(O)[O-].[Na+]. The product is [CH3:19][N:13]1[CH2:14][CH2:15][N:6]2[C:5](=[O:16])[C:4]3[C:8]([CH:7]2[CH2:12]1)=[CH:9][CH:10]=[CH:11][C:3]=3[C:2]([F:17])([F:1])[F:18]. The yield is 0.520. (3) The yield is 0.620. The catalyst is C1COCC1.Cl[Pd](Cl)([P](C1C=CC=CC=1)(C1C=CC=CC=1)C1C=CC=CC=1)[P](C1C=CC=CC=1)(C1C=CC=CC=1)C1C=CC=CC=1. The reactants are [CH2:1]([O:3][C:4]([C:6]1[C:15](=[O:16])[N:14]2[C:9]([C:10]([CH3:18])=[C:11](Cl)[CH:12]=[CH:13]2)=[C:8]([CH:19]2[CH2:21][CH2:20]2)[CH:7]=1)=[O:5])[CH3:2].[Cl:22][C:23]1[CH:28]=[CH:27][C:26](B(O)O)=[CH:25][CH:24]=1.C([O-])([O-])=O.[Na+].[Na+]. The product is [CH:19]1([C:8]2[CH:7]=[C:6]([C:4]([O:3][CH2:1][CH3:2])=[O:5])[C:15](=[O:16])[N:14]3[C:9]=2[C:10]([CH3:18])=[C:11]([C:26]2[CH:27]=[CH:28][C:23]([Cl:22])=[CH:24][CH:25]=2)[CH:12]=[CH:13]3)[CH2:21][CH2:20]1. (4) The reactants are Br[C:2]1[C:3]([O:31][C:32]2[CH:37]=[CH:36][C:35]([C:38]#[N:39])=[C:34]([F:40])[CH:33]=2)=[CH:4][C:5]([F:30])=[C:6]([S:8]([N:11](CC2C=CC(OC)=CC=2OC)[C:12]2[CH:17]=[CH:16][C:15]([F:18])=[CH:14][N:13]=2)(=[O:10])=[O:9])[CH:7]=1.CCOC(C)=O. The catalyst is C1COCC1.CC(O)=O.O.[Zn]. The product is [C:38]([C:35]1[CH:36]=[CH:37][C:32]([O:31][C:3]2[CH:2]=[CH:7][C:6]([S:8]([NH:11][C:12]3[CH:17]=[CH:16][C:15]([F:18])=[CH:14][N:13]=3)(=[O:10])=[O:9])=[C:5]([F:30])[CH:4]=2)=[CH:33][C:34]=1[F:40])#[N:39]. The yield is 0.260. (5) The reactants are P(Cl)(Cl)(Cl)=O.[CH3:6][N:7]1[C:15]2[C:10](=[CH:11][CH:12]=[CH:13][CH:14]=2)[C:9]([CH3:16])=[CH:8]1.[OH-].[Na+].CN([CH:22]=[O:23])C. The catalyst is O. The product is [CH3:6][N:7]1[C:15]2[C:10](=[CH:11][CH:12]=[CH:13][CH:14]=2)[C:9]([CH3:16])=[C:8]1[CH:22]=[O:23]. The yield is 0.910. (6) The reactants are OC(C)CC(OCC)=O.[Br:10][CH2:11][CH:12]([OH:19])[CH2:13][C:14]([O:16][CH2:17][CH3:18])=[O:15]. No catalyst specified. The product is [Br:10][CH2:11][C@H:12]([OH:19])[CH2:13][C:14]([O:16][CH2:17][CH3:18])=[O:15]. The yield is 0.990.